Dataset: Full USPTO retrosynthesis dataset with 1.9M reactions from patents (1976-2016). Task: Predict the reactants needed to synthesize the given product. (1) Given the product [CH2:10]([O:9][C:7]([C:6]1[C:5]([CH3:12])=[CH:4][S:3][C:2]=1[NH:1][CH:16]=[C:17]([C:18]([O:20][CH2:21][CH3:22])=[O:19])[C:23]([O:25][CH2:26][CH3:27])=[O:24])=[O:8])[CH3:11], predict the reactants needed to synthesize it. The reactants are: [NH2:1][C:2]1[S:3][CH:4]=[C:5]([CH3:12])[C:6]=1[C:7]([O:9][CH2:10][CH3:11])=[O:8].C(O[CH:16]=[C:17]([C:23]([O:25][CH2:26][CH3:27])=[O:24])[C:18]([O:20][CH2:21][CH3:22])=[O:19])C. (2) Given the product [OH:8][C:6]1[CH:5]=[C:4]([NH:9][S:10]([CH3:13])(=[O:12])=[O:11])[CH:3]=[C:2]([B:14]2[O:18][C:17]([CH3:20])([CH3:19])[C:16]([CH3:22])([CH3:21])[O:15]2)[CH:7]=1, predict the reactants needed to synthesize it. The reactants are: Br[C:2]1[CH:3]=[C:4]([NH:9][S:10]([CH3:13])(=[O:12])=[O:11])[CH:5]=[C:6]([OH:8])[CH:7]=1.[B:14]1([B:14]2[O:18][C:17]([CH3:20])([CH3:19])[C:16]([CH3:22])([CH3:21])[O:15]2)[O:18][C:17]([CH3:20])([CH3:19])[C:16]([CH3:22])([CH3:21])[O:15]1.C([O-])(=O)C.[K+]. (3) Given the product [C:1]([O:6][C:1]([CH2:4][CH3:5])([CH3:3])[CH3:2])([CH2:4][CH3:5])([CH3:3])[CH3:2].[Na:7].[C:1]([OH:6])([CH2:4][CH3:5])([CH3:3])[CH3:2], predict the reactants needed to synthesize it. The reactants are: [C:1]([OH:6])([CH2:4][CH3:5])([CH3:3])[CH3:2].[Na:7].